Predict the product of the given reaction. From a dataset of Forward reaction prediction with 1.9M reactions from USPTO patents (1976-2016). Given the reactants Br[C:2]1[CH:7]=[CH:6][C:5]([Br:8])=[CH:4][N:3]=1.[Zn](CC)[CH2:10][CH3:11], predict the reaction product. The product is: [Br:8][C:5]1[CH:6]=[CH:7][C:2]([CH2:10][CH3:11])=[N:3][CH:4]=1.